From a dataset of Full USPTO retrosynthesis dataset with 1.9M reactions from patents (1976-2016). Predict the reactants needed to synthesize the given product. Given the product [OH:10][C:11]1[CH:12]=[C:13]([CH:14]=[CH:15][CH:16]=1)[C:17]([NH:19][CH2:20][C:21]1[CH:26]=[CH:25][CH:24]=[CH:23][N:22]=1)=[O:18], predict the reactants needed to synthesize it. The reactants are: C(=O)([O-])[O-].[K+].[K+].C([O:10][C:11]1[CH:16]=[CH:15][CH:14]=[C:13]([C:17]([NH:19][CH2:20][C:21]2[CH:26]=[CH:25][CH:24]=[CH:23][N:22]=2)=[O:18])[CH:12]=1)(=O)C.